The task is: Regression. Given a peptide amino acid sequence and an MHC pseudo amino acid sequence, predict their binding affinity value. This is MHC class I binding data.. This data is from Peptide-MHC class I binding affinity with 185,985 pairs from IEDB/IMGT. (1) The peptide sequence is YTGDFDSVI. The MHC is HLA-A11:01 with pseudo-sequence HLA-A11:01. The binding affinity (normalized) is 0. (2) The peptide sequence is AVMYMGTLSY. The MHC is HLA-A68:01 with pseudo-sequence HLA-A68:01. The binding affinity (normalized) is 0.274. (3) The peptide sequence is EECDSELEI. The MHC is HLA-B40:01 with pseudo-sequence HLA-B40:01. The binding affinity (normalized) is 0.657. (4) The peptide sequence is YLLGRPPNA. The MHC is HLA-A02:01 with pseudo-sequence HLA-A02:01. The binding affinity (normalized) is 0.771. (5) The peptide sequence is NLCTHSFRK. The MHC is HLA-A33:01 with pseudo-sequence HLA-A33:01. The binding affinity (normalized) is 0.152. (6) The peptide sequence is ILIRLTLLL. The MHC is HLA-A02:03 with pseudo-sequence HLA-A02:03. The binding affinity (normalized) is 0.613.